From a dataset of Full USPTO retrosynthesis dataset with 1.9M reactions from patents (1976-2016). Predict the reactants needed to synthesize the given product. (1) Given the product [Br:1][C:2]1[CH:15]=[CH:14][C:5]2[C:6]([CH3:13])=[C:7]([CH2:9][CH2:10][CH2:11][O:16][C:17]3[CH:22]=[CH:21][C:20]([O:23][C:24]([CH3:31])([CH3:30])[C:25]([O:27][CH2:28][CH3:29])=[O:26])=[C:19]([CH3:32])[CH:18]=3)[S:8][C:4]=2[CH:3]=1, predict the reactants needed to synthesize it. The reactants are: [Br:1][C:2]1[CH:15]=[CH:14][C:5]2[C:6]([CH3:13])=[C:7]([CH2:9][CH2:10][CH2:11]Br)[S:8][C:4]=2[CH:3]=1.[OH:16][C:17]1[CH:22]=[CH:21][C:20]([O:23][C:24]([CH3:31])([CH3:30])[C:25]([O:27][CH2:28][CH3:29])=[O:26])=[C:19]([CH3:32])[CH:18]=1.C(=O)([O-])[O-].[Cs+].[Cs+].O. (2) The reactants are: [Cl:1][C:2]1[CH:7]=[CH:6][CH:5]=[CH:4][C:3]=1[S:8]([CH:11]1[CH2:15][C@@H:14]([C:16](O)=[O:17])[C@H:13]([CH2:19][O:20][C:21]2[CH:26]=[CH:25][C:24]([Cl:27])=[CH:23][CH:22]=2)[CH2:12]1)(=[O:10])=[O:9].[CH2:28]1[C:30]([NH2:33])([C:31]#[N:32])[CH2:29]1.Cl. Given the product [C:31]([C:30]1([NH:33][C:16]([C@@H:14]2[CH2:15][CH:11]([S:8]([C:3]3[CH:4]=[CH:5][CH:6]=[CH:7][C:2]=3[Cl:1])(=[O:10])=[O:9])[CH2:12][C@H:13]2[CH2:19][O:20][C:21]2[CH:22]=[CH:23][C:24]([Cl:27])=[CH:25][CH:26]=2)=[O:17])[CH2:28][CH2:29]1)#[N:32], predict the reactants needed to synthesize it.